Predict which catalyst facilitates the given reaction. From a dataset of Catalyst prediction with 721,799 reactions and 888 catalyst types from USPTO. Product: [CH3:11][C:9]1[NH:8][C:4]2[N:5]=[CH:6][CH:7]=[C:2]([OH:14])[C:3]=2[CH:10]=1. The catalyst class is: 15. Reactant: Cl[C:2]1[CH:7]=[CH:6][N:5]=[C:4]2[NH:8][C:9]([CH3:11])=[CH:10][C:3]=12.C([O-])(=[O:14])C.[Na+].